This data is from Reaction yield outcomes from USPTO patents with 853,638 reactions. The task is: Predict the reaction yield, written as a fraction of the theoretical maximum amount of product (1.0 means a 100% yield; for example, 0.34 means a 34% yield). The reactants are [Cl:1][C:2]1[N:3]=[CH:4][C:5]2[C:9](Cl)([N:10]=1)[N:8]=[CH:7][N:6]=2.[CH3:12][C:13]1[NH:17][N:16]=[C:15]([NH2:18])[CH:14]=1. The catalyst is C(O)C. The product is [Cl:1][C:2]1[N:3]=[CH:4][C:5]2[C:9]([NH:18][C:15]3[CH:14]=[C:13]([CH3:12])[NH:17][N:16]=3)([N:10]=1)[N:8]=[CH:7][N:6]=2. The yield is 0.580.